This data is from Full USPTO retrosynthesis dataset with 1.9M reactions from patents (1976-2016). The task is: Predict the reactants needed to synthesize the given product. Given the product [ClH:28].[O:1]1[CH2:6][CH2:5][CH:4](/[CH:7]=[CH:8]/[C:9]2[NH:13][C:12]3[CH:14]=[CH:15][C:16]([C:18]4[CH:23]=[CH:22][CH:21]=[CH:20][C:19]=4[C:24]([F:25])([F:26])[F:27])=[CH:17][C:11]=3[N:10]=2)[CH2:3][CH2:2]1, predict the reactants needed to synthesize it. The reactants are: [O:1]1[CH2:6][CH2:5][CH:4](/[CH:7]=[CH:8]/[C:9]2[NH:13][C:12]3[CH:14]=[CH:15][C:16]([C:18]4[CH:23]=[CH:22][CH:21]=[CH:20][C:19]=4[C:24]([F:27])([F:26])[F:25])=[CH:17][C:11]=3[N:10]=2)[CH2:3][CH2:2]1.[ClH:28].CC(O)C.